From a dataset of Full USPTO retrosynthesis dataset with 1.9M reactions from patents (1976-2016). Predict the reactants needed to synthesize the given product. Given the product [N:1]1([S:5]([NH:8][C:9](=[O:29])[C:10]2[CH:15]=[C:14]([CH:30]3[CH2:32][CH2:31]3)[C:13]([O:17][CH2:18][C:19]3([C:24]([F:27])([F:26])[F:25])[CH2:23][CH2:22][CH2:21][CH2:20]3)=[CH:12][C:11]=2[F:28])(=[O:7])=[O:6])[CH2:4][CH2:3][CH2:2]1, predict the reactants needed to synthesize it. The reactants are: [N:1]1([S:5]([NH:8][C:9](=[O:29])[C:10]2[CH:15]=[C:14](Cl)[C:13]([O:17][CH2:18][C:19]3([C:24]([F:27])([F:26])[F:25])[CH2:23][CH2:22][CH2:21][CH2:20]3)=[CH:12][C:11]=2[F:28])(=[O:7])=[O:6])[CH2:4][CH2:3][CH2:2]1.[CH:30]1(B(O)O)[CH2:32][CH2:31]1.P([O-])([O-])([O-])=O.[K+].[K+].[K+].F[B-](F)(F)F.C1(P(C2CCCCC2)C2CCCCC2)CCCCC1.Cl.